Dataset: Forward reaction prediction with 1.9M reactions from USPTO patents (1976-2016). Task: Predict the product of the given reaction. Given the reactants [N:1]1([C:7]([O:9][C:10]([CH3:13])([CH3:12])[CH3:11])=[O:8])[CH2:6][CH2:5][NH:4][CH2:3][CH2:2]1.[CH:14]([C:16]([CH3:18])=[O:17])=[CH2:15], predict the reaction product. The product is: [O:17]=[C:16]([CH3:18])[CH2:14][CH2:15][N:4]1[CH2:5][CH2:6][N:1]([C:7]([O:9][C:10]([CH3:13])([CH3:12])[CH3:11])=[O:8])[CH2:2][CH2:3]1.